Dataset: Full USPTO retrosynthesis dataset with 1.9M reactions from patents (1976-2016). Task: Predict the reactants needed to synthesize the given product. Given the product [NH2:1][S:2]([C:5]1[CH:6]=[C:7]2[C:11](=[CH:12][CH:13]=1)[NH:10][C:9](=[O:14])[C:8]2=[C:20]([C:22]1[NH:23][CH:24]=[CH:25][CH:26]=1)[C:18]([NH:17][CH2:15][CH3:16])=[O:19])(=[O:4])=[O:3], predict the reactants needed to synthesize it. The reactants are: [NH2:1][S:2]([C:5]1[CH:6]=[C:7]2[C:11](=[CH:12][CH:13]=1)[NH:10][C:9](=[O:14])[CH2:8]2)(=[O:4])=[O:3].[CH2:15]([NH:17][C:18]([C:20]([C:22]1[NH:23][CH:24]=[CH:25][CH:26]=1)=O)=[O:19])[CH3:16].N1CCCCC1.